Dataset: Forward reaction prediction with 1.9M reactions from USPTO patents (1976-2016). Task: Predict the product of the given reaction. (1) Given the reactants [C:1]([C:4]1[C:30](=[O:31])[C@@:8]2([CH3:32])[C:9]3[C:15]([O:16][CH3:17])=[CH:14][C:13]([O:18][CH3:19])=[C:12]([C:20]([O:22]CC4C=CC=CC=4)=[O:21])[C:10]=3[O:11][C:7]2=[CH:6][C:5]=1[OH:33])(=[O:3])[CH3:2].[H][H], predict the reaction product. The product is: [C:1]([C:4]1[C:30](=[O:31])[C@@:8]2([CH3:32])[C:9]3[C:15]([O:16][CH3:17])=[CH:14][C:13]([O:18][CH3:19])=[C:12]([C:20]([OH:22])=[O:21])[C:10]=3[O:11][C:7]2=[CH:6][C:5]=1[OH:33])(=[O:3])[CH3:2]. (2) Given the reactants [CH2:1]=[CH:2][C:3]1[CH:8]=[CH:7][CH:6]=[CH:5][CH:4]=1.C([Li])CCC.C=CC=C.[Si](Cl)(Cl)(Cl)Cl, predict the reaction product. The product is: [CH2:1]=[CH:2][CH:3]=[CH2:4].[CH2:1]=[CH:2][C:3]1[CH:8]=[CH:7][CH:6]=[CH:5][CH:4]=1.